Dataset: Full USPTO retrosynthesis dataset with 1.9M reactions from patents (1976-2016). Task: Predict the reactants needed to synthesize the given product. (1) Given the product [C:27]1([O:26][C:24](=[O:25])[NH:22][C:19]2[CH:20]=[CH:21][C:16]([C:4]3[N:3]=[C:2]([Cl:1])[C:7]([S:8][CH3:9])=[C:6]([N:10]4[CH2:15][CH2:14][O:13][CH2:12][CH2:11]4)[N:5]=3)=[CH:17][CH:18]=2)[CH:32]=[CH:31][CH:30]=[CH:29][CH:28]=1, predict the reactants needed to synthesize it. The reactants are: [Cl:1][C:2]1[C:7]([S:8][CH3:9])=[C:6]([N:10]2[CH2:15][CH2:14][O:13][CH2:12][CH2:11]2)[N:5]=[C:4]([C:16]2[CH:21]=[CH:20][C:19]([NH2:22])=[CH:18][CH:17]=2)[N:3]=1.Cl[C:24]([O:26][C:27]1[CH:32]=[CH:31][CH:30]=[CH:29][CH:28]=1)=[O:25]. (2) Given the product [NH2:8][C:9]1([C:24]2[NH:58][C:57]3[CH:56]=[CH:55][C:54]([S:59]([N:62]([CH2:65][CH3:66])[CH2:63][CH3:64])(=[O:61])=[O:60])=[CH:53][C:52]=3[N:51]=2)[CH2:10][CH2:11][N:12]([C:15]2[C:16]3[CH:23]=[CH:22][NH:21][C:17]=3[N:18]=[CH:19][N:20]=2)[CH2:13][CH2:14]1, predict the reactants needed to synthesize it. The reactants are: C(OC([NH:8][C:9]1([C:24](O)=O)[CH2:14][CH2:13][N:12]([C:15]2[C:16]3[CH:23]=[CH:22][NH:21][C:17]=3[N:18]=[CH:19][N:20]=2)[CH2:11][CH2:10]1)=O)(C)(C)C.F[P-](F)(F)(F)(F)F.N1(OC(N(C)C)=[N+](C)C)C2N=CC=CC=2N=N1.[NH2:51][C:52]1[CH:53]=[C:54]([S:59]([N:62]([CH2:65][CH3:66])[CH2:63][CH3:64])(=[O:61])=[O:60])[CH:55]=[CH:56][C:57]=1[NH2:58].C(N(C(C)C)C(C)C)C.Cl. (3) Given the product [N:1]1[C:9]([C:10]2[C:11]([NH:16][C:17]3[C:18]([F:25])=[C:19]([NH:24][S:35]([CH:33]4[CH2:34][CH:32]4[C:26]4[CH:31]=[CH:30][CH:29]=[CH:28][CH:27]=4)(=[O:37])=[O:36])[CH:20]=[CH:21][C:22]=3[F:23])=[N:12][CH:13]=[CH:14][CH:15]=2)=[C:8]2[C:4]([NH:5][CH:6]=[N:7]2)=[N:3][CH:2]=1, predict the reactants needed to synthesize it. The reactants are: [N:1]1[C:9]([C:10]2[C:11]([NH:16][C:17]3[C:22]([F:23])=[CH:21][CH:20]=[C:19]([NH2:24])[C:18]=3[F:25])=[N:12][CH:13]=[CH:14][CH:15]=2)=[C:8]2[C:4]([NH:5][CH:6]=[N:7]2)=[N:3][CH:2]=1.[C:26]1([CH:32]2[CH2:34][CH:33]2[S:35](Cl)(=[O:37])=[O:36])[CH:31]=[CH:30][CH:29]=[CH:28][CH:27]=1. (4) Given the product [C:9]([C:4]1[CH:5]=[CH:6][C:7]([F:8])=[C:2]([C:20]2[C:21]([C:22]#[N:23])=[CH:24][CH:25]=[CH:26][CH:27]=2)[CH:3]=1)(=[O:11])[CH3:10], predict the reactants needed to synthesize it. The reactants are: Cl[C:2]1[CH:3]=[C:4]([C:9](=[O:11])[CH3:10])[CH:5]=[CH:6][C:7]=1[F:8].CC1(C)C(C)(C)OB([C:20]2[CH:27]=[CH:26][CH:25]=[CH:24][C:21]=2[C:22]#[N:23])O1.[F-].[K+].C(P(C(C)(C)C)C(C)(C)C)(C)(C)C.[OH-].[Na+]. (5) Given the product [CH3:1][C:2]1[C:6]([C:7]2[CH:16]=[C:15]3[C:10]([C:11]([NH:20][CH2:21][CH:22]4[CH2:23][CH2:24][O:25][CH2:26][CH2:27]4)=[C:12]([NH2:17])[CH:13]=[N:14]3)=[CH:9][C:8]=2[O:28][CH3:29])=[C:5]([CH3:30])[O:4][N:3]=1, predict the reactants needed to synthesize it. The reactants are: [CH3:1][C:2]1[C:6]([C:7]2[CH:16]=[C:15]3[C:10]([C:11]([NH:20][CH2:21][CH:22]4[CH2:27][CH2:26][O:25][CH2:24][CH2:23]4)=[C:12]([N+:17]([O-])=O)[CH:13]=[N:14]3)=[CH:9][C:8]=2[O:28][CH3:29])=[C:5]([CH3:30])[O:4][N:3]=1. (6) Given the product [ClH:23].[CH3:20][C:19]1[C:14]([N:11]2[CH2:10][CH2:9][NH:8][CH2:13][CH2:12]2)=[N:15][C:16]([CH3:22])=[C:17]([CH3:21])[CH:18]=1, predict the reactants needed to synthesize it. The reactants are: C(OC([N:8]1[CH2:13][CH2:12][N:11]([C:14]2[C:19]([CH3:20])=[CH:18][C:17]([CH3:21])=[C:16]([CH3:22])[N:15]=2)[CH2:10][CH2:9]1)=O)(C)(C)C.[ClH:23].C(OCC)(=O)C.C(OCC)(=O)C. (7) Given the product [C:64]([O:68][C:69](=[O:81])[NH:70][C@H:71]([C:51]1[CH:50]=[CH:49][C:48]([C@H:47]([OH:63])[CH2:36][OH:35])=[CH:53][CH:52]=1)[CH3:72])([CH3:67])([CH3:66])[CH3:65], predict the reactants needed to synthesize it. The reactants are: CC[C@H]1[C@H]2C[C@H]([C@H:36]([O:35]C3C4C(=CC=CC=4)C([O:35][C@H:36]([C:47]4C=CN=[C:53]5[C:48]=4[CH:49]=[C:50](OC)[CH:51]=[CH:52]5)[C@@H]4N5C[C@H](CC)[C@@H](CC5)C4)=NN=3)[C:47]3C=CN=[C:53]4[C:48]=3[CH:49]=[C:50](OC)[CH:51]=[CH:52]4)N(CC2)C1.C([OH:63])(C)(C)C.[C:64]([O:68][C:69](=[O:81])[NH:70][C@H:71](C1C=CC(C=C)=CC=1)[CH3:72])([CH3:67])([CH3:66])[CH3:65].S([O-])([O-])=O.[Na+].[Na+]. (8) Given the product [Cl:8][C:7]1[N:6]=[C:5]2[O:9][C:10]([C:16]3[CH:21]=[CH:20][C:19]([F:22])=[CH:18][CH:17]=3)=[C:11]([C:12](=[O:13])[NH:14][CH3:15])[C:4]2=[CH:3][C:2]=1[C:26]1[CH:27]=[C:28]([CH:32]=[C:33]([F:35])[CH:34]=1)[C:29]([OH:31])=[O:30], predict the reactants needed to synthesize it. The reactants are: Br[C:2]1[CH:3]=[C:4]2[C:11]([C:12]([NH:14][CH3:15])=[O:13])=[C:10]([C:16]3[CH:21]=[CH:20][C:19]([F:22])=[CH:18][CH:17]=3)[O:9][C:5]2=[N:6][C:7]=1[Cl:8].B([C:26]1[CH:27]=[C:28]([CH:32]=[C:33]([F:35])[CH:34]=1)[C:29]([OH:31])=[O:30])(O)O.C(=O)([O-])[O-].[Cs+].[Cs+].